Dataset: Full USPTO retrosynthesis dataset with 1.9M reactions from patents (1976-2016). Task: Predict the reactants needed to synthesize the given product. (1) Given the product [CH3:1][O:2][C:3]([C:4]1[C:5]2[N:20]=[C:13]([C:14]3[CH:19]=[CH:18][CH:17]=[CH:16][CH:15]=3)[NH:12][C:6]=2[C:7]([O:10][CH3:11])=[CH:8][CH:9]=1)=[O:22], predict the reactants needed to synthesize it. The reactants are: [CH3:1][O:2][C:3](=[O:22])[C:4]1[CH:9]=[CH:8][C:7]([O:10][CH3:11])=[C:6]([NH:12][C:13](=[N:20]Cl)[C:14]2[CH:19]=[CH:18][CH:17]=[CH:16][CH:15]=2)[CH:5]=1.C([O-])(O)=O.[Na+]. (2) Given the product [N:18]1[CH:23]=[CH:22][CH:21]=[CH:20][C:19]=1[C:24]1[O:28][C:27]([C:29](=[O:32])[CH:30]=[CH2:31])=[N:26][CH:25]=1.[CH3:33][N:34]([CH2:35][CH2:36][CH2:37][C:38]1[CH:43]=[CH:42][CH:41]=[CH:40][CH:39]=1)[CH2:31][CH2:30][C:29]([C:27]1[O:28][C:24]([C:19]2[CH:20]=[CH:21][CH:22]=[CH:23][N:18]=2)=[CH:25][N:26]=1)=[O:32], predict the reactants needed to synthesize it. The reactants are: N1C=CC=CC=1C1OC=NC=1.BrCCC(Cl)=O.[N:18]1[CH:23]=[CH:22][CH:21]=[CH:20][C:19]=1[C:24]1[O:28][C:27]([C:29](=[O:32])[CH:30]=[CH2:31])=[N:26][CH:25]=1.[CH3:33][NH:34][CH2:35][CH2:36][CH2:37][C:38]1[CH:43]=[CH:42][CH:41]=[CH:40][CH:39]=1. (3) Given the product [I:18][C:14]1[CH:13]=[C:12]([CH:17]=[CH:16][CH:15]=1)[O:11][CH2:10][C:8]1[CH:9]=[C:5]([C:3]([OH:4])=[O:2])[O:6][C:7]=1[CH3:19], predict the reactants needed to synthesize it. The reactants are: C[O:2][C:3]([C:5]1[O:6][C:7]([CH3:19])=[C:8]([CH2:10][O:11][C:12]2[CH:17]=[CH:16][CH:15]=[C:14]([I:18])[CH:13]=2)[CH:9]=1)=[O:4].[OH-].[Li+].O. (4) The reactants are: C([O:3][C:4](=[O:28])[CH2:5][CH2:6][C@@H:7]1[CH2:11][S:10][C:9]([C:12]2[NH:13][C:14]3[C:19]([CH:20]=2)=[CH:18][C:17]([CH3:21])=[CH:16][C:15]=3[NH:22][CH:23]2[CH2:27][CH2:26][CH2:25][CH2:24]2)=[N:8]1)C.[OH-].[Na+].Cl. Given the product [CH:23]1([NH:22][C:15]2[CH:16]=[C:17]([CH3:21])[CH:18]=[C:19]3[C:14]=2[NH:13][C:12]([C:9]2[S:10][CH2:11][C@@H:7]([CH2:6][CH2:5][C:4]([OH:28])=[O:3])[N:8]=2)=[CH:20]3)[CH2:24][CH2:25][CH2:26][CH2:27]1, predict the reactants needed to synthesize it. (5) Given the product [N:23]1[CH:24]=[CH:25][CH:26]=[CH:27][C:22]=1[CH2:21][N:14]([C:12]([C:3]1[C:2]([NH:1][C:45]([NH:44][C:37]2[C:38]([Cl:43])=[CH:39][C:40]([Cl:42])=[CH:41][C:36]=2[Cl:35])=[O:46])=[CH:11][C:10]2[C:5](=[CH:6][CH:7]=[CH:8][CH:9]=2)[CH:4]=1)=[O:13])[CH2:15][C:16]([O:18][CH2:19][CH3:20])=[O:17], predict the reactants needed to synthesize it. The reactants are: [NH2:1][C:2]1[C:3]([C:12]([N:14]([CH2:21][C:22]2[CH:27]=[CH:26][CH:25]=[CH:24][N:23]=2)[CH2:15][C:16]([O:18][CH2:19][CH3:20])=[O:17])=[O:13])=[CH:4][C:5]2[C:10]([CH:11]=1)=[CH:9][CH:8]=[CH:7][CH:6]=2.C(N(CC)CC)C.[Cl:35][C:36]1[CH:41]=[C:40]([Cl:42])[CH:39]=[C:38]([Cl:43])[C:37]=1[N:44]=[C:45]=[O:46]. (6) Given the product [NH2:59][C:60]1[C:65]([F:66])=[C:64]([C:7]2[C:8]3[CH:9]=[CH:10][O:11][C:12]=3[C:4]([Cl:3])=[CH:5][CH:6]=2)[N:63]=[C:62]([C:68]([O:70][CH3:71])=[O:69])[C:61]=1[Cl:72], predict the reactants needed to synthesize it. The reactants are: [F-].[K+].[Cl:3][C:4]1[C:12]2[O:11][CH:10]=[CH:9][C:8]=2[C:7](B2OCC(C)(C)CO2)=[CH:6][CH:5]=1.O.O.O.O.P(C1C=C(S([O-])(=O)=O)C=CC=1)(C1C=C(S([O-])(=O)=O)C=CC=1)C1C=C(S([O-])(=O)=O)C=CC=1.[Na+].[Na+].[Na+].[NH2:59][C:60]1[C:65]([F:66])=[C:64](Cl)[N:63]=[C:62]([C:68]([O:70][CH3:71])=[O:69])[C:61]=1[Cl:72]. (7) Given the product [Cl:1][C:2]1[CH:7]=[CH:6][C:5]([C@@:8]2([CH3:41])[C@:12]([C:14]3[CH:19]=[CH:18][C:17]([Cl:20])=[CH:16][CH:15]=3)([CH3:13])[N:11]([C:21]([N:47]3[CH2:46][CH2:45][N:44]([CH2:50][CH2:51][NH:52][C:53](=[O:55])[CH3:54])[CH2:49][CH2:48]3)=[O:22])[C:10]([C:24]3[CH:29]=[CH:28][C:27]([S:30]([N:33]4[CH2:37][CH2:36][CH2:35][CH2:34]4)(=[O:31])=[O:32])=[CH:26][C:25]=3[O:38][CH2:39][CH3:40])=[N:9]2)=[CH:4][CH:3]=1, predict the reactants needed to synthesize it. The reactants are: [Cl:1][C:2]1[CH:7]=[CH:6][C:5]([C:8]2([CH3:41])[C:12]([C:14]3[CH:19]=[CH:18][C:17]([Cl:20])=[CH:16][CH:15]=3)([CH3:13])[N:11]([C:21](Cl)=[O:22])[C:10]([C:24]3[CH:29]=[CH:28][C:27]([S:30]([N:33]4[CH2:37][CH2:36][CH2:35][CH2:34]4)(=[O:32])=[O:31])=[CH:26][C:25]=3[O:38][CH2:39][CH3:40])=[N:9]2)=[CH:4][CH:3]=1.Cl.Cl.[N:44]1([CH2:50][CH2:51][NH:52][C:53](=[O:55])[CH3:54])[CH2:49][CH2:48][NH:47][CH2:46][CH2:45]1. (8) Given the product [O:16]=[C:15]1[C:14]2[C:9](=[CH:10][CH:11]=[CH:12][CH:13]=2)[C:8](=[O:17])[N:7]1[CH2:6][C:5]1[CH:18]=[CH:19][C:2]([NH:1][C:28](=[O:29])[C:27]2[CH:31]=[CH:32][C:33]([CH3:34])=[C:25]([I:24])[CH:26]=2)=[CH:3][C:4]=1[C:20]([F:23])([F:21])[F:22], predict the reactants needed to synthesize it. The reactants are: [NH2:1][C:2]1[CH:19]=[CH:18][C:5]([CH2:6][N:7]2[C:15](=[O:16])[C:14]3[C:9](=[CH:10][CH:11]=[CH:12][CH:13]=3)[C:8]2=[O:17])=[C:4]([C:20]([F:23])([F:22])[F:21])[CH:3]=1.[I:24][C:25]1[CH:26]=[C:27]([CH:31]=[CH:32][C:33]=1[CH3:34])[C:28](Cl)=[O:29].C(N(CC)CC)C. (9) Given the product [C:1]([O:5][C:6](=[O:32])[N:7]([CH:9]1[CH2:10][CH2:11][CH:12]([N:15]([C:39]([C:38]2[S:37][C:36]3[C:42]([F:47])=[CH:43][CH:44]=[C:45]([F:46])[C:35]=3[C:34]=2[Cl:33])=[O:40])[CH2:16][C:17]2[CH:22]=[C:21]([C:23]3[CH:24]=[N:25][C:26]([CH3:29])=[CH:27][CH:28]=3)[CH:20]=[CH:19][C:18]=2[O:30][CH3:31])[CH2:13][CH2:14]1)[CH3:8])([CH3:4])([CH3:3])[CH3:2], predict the reactants needed to synthesize it. The reactants are: [C:1]([O:5][C:6](=[O:32])[N:7]([CH:9]1[CH2:14][CH2:13][CH:12]([NH:15][CH2:16][C:17]2[CH:22]=[C:21]([C:23]3[CH:24]=[N:25][C:26]([CH3:29])=[CH:27][CH:28]=3)[CH:20]=[CH:19][C:18]=2[O:30][CH3:31])[CH2:11][CH2:10]1)[CH3:8])([CH3:4])([CH3:3])[CH3:2].[Cl:33][C:34]1[C:35]2[C:45]([F:46])=[CH:44][CH:43]=[C:42]([F:47])[C:36]=2[S:37][C:38]=1[C:39](Cl)=[O:40].